From a dataset of NCI-60 drug combinations with 297,098 pairs across 59 cell lines. Regression. Given two drug SMILES strings and cell line genomic features, predict the synergy score measuring deviation from expected non-interaction effect. (1) Drug 1: C1C(C(OC1N2C=C(C(=O)NC2=O)F)CO)O. Drug 2: C1=CC=C(C=C1)NC(=O)CCCCCCC(=O)NO. Cell line: NCIH23. Synergy scores: CSS=16.2, Synergy_ZIP=-0.725, Synergy_Bliss=2.58, Synergy_Loewe=1.15, Synergy_HSA=2.60. (2) Drug 1: CCN(CC)CCNC(=O)C1=C(NC(=C1C)C=C2C3=C(C=CC(=C3)F)NC2=O)C. Drug 2: C(CCl)NC(=O)N(CCCl)N=O. Cell line: SNB-75. Synergy scores: CSS=-0.760, Synergy_ZIP=0.666, Synergy_Bliss=0.205, Synergy_Loewe=0.576, Synergy_HSA=-0.199. (3) Drug 1: CC1=C2C(C(=O)C3(C(CC4C(C3C(C(C2(C)C)(CC1OC(=O)C(C(C5=CC=CC=C5)NC(=O)OC(C)(C)C)O)O)OC(=O)C6=CC=CC=C6)(CO4)OC(=O)C)OC)C)OC. Drug 2: CCCS(=O)(=O)NC1=C(C(=C(C=C1)F)C(=O)C2=CNC3=C2C=C(C=N3)C4=CC=C(C=C4)Cl)F. Cell line: U251. Synergy scores: CSS=46.7, Synergy_ZIP=2.00, Synergy_Bliss=0.717, Synergy_Loewe=-15.3, Synergy_HSA=1.53. (4) Drug 1: CN1CCC(CC1)COC2=C(C=C3C(=C2)N=CN=C3NC4=C(C=C(C=C4)Br)F)OC. Drug 2: CN(CCCl)CCCl.Cl. Cell line: PC-3. Synergy scores: CSS=24.4, Synergy_ZIP=-3.09, Synergy_Bliss=4.46, Synergy_Loewe=0.919, Synergy_HSA=4.54. (5) Drug 1: CNC(=O)C1=CC=CC=C1SC2=CC3=C(C=C2)C(=NN3)C=CC4=CC=CC=N4. Drug 2: CC1=C2C(C(=O)C3(C(CC4C(C3C(C(C2(C)C)(CC1OC(=O)C(C(C5=CC=CC=C5)NC(=O)OC(C)(C)C)O)O)OC(=O)C6=CC=CC=C6)(CO4)OC(=O)C)O)C)O. Cell line: MCF7. Synergy scores: CSS=36.4, Synergy_ZIP=7.96, Synergy_Bliss=8.17, Synergy_Loewe=-7.73, Synergy_HSA=8.84. (6) Drug 1: CC1C(C(CC(O1)OC2CC(CC3=C2C(=C4C(=C3O)C(=O)C5=C(C4=O)C(=CC=C5)OC)O)(C(=O)CO)O)N)O.Cl. Drug 2: C1CCN(CC1)CCOC2=CC=C(C=C2)C(=O)C3=C(SC4=C3C=CC(=C4)O)C5=CC=C(C=C5)O. Cell line: DU-145. Synergy scores: CSS=7.03, Synergy_ZIP=-0.450, Synergy_Bliss=2.11, Synergy_Loewe=1.46, Synergy_HSA=0.178. (7) Synergy scores: CSS=60.1, Synergy_ZIP=10.1, Synergy_Bliss=12.3, Synergy_Loewe=9.62, Synergy_HSA=14.3. Cell line: BT-549. Drug 1: COC1=C(C=C2C(=C1)N=CN=C2NC3=CC(=C(C=C3)F)Cl)OCCCN4CCOCC4. Drug 2: CC=C1C(=O)NC(C(=O)OC2CC(=O)NC(C(=O)NC(CSSCCC=C2)C(=O)N1)C(C)C)C(C)C. (8) Drug 1: CCC(=C(C1=CC=CC=C1)C2=CC=C(C=C2)OCCN(C)C)C3=CC=CC=C3.C(C(=O)O)C(CC(=O)O)(C(=O)O)O. Drug 2: CC12CCC3C(C1CCC2O)C(CC4=C3C=CC(=C4)O)CCCCCCCCCS(=O)CCCC(C(F)(F)F)(F)F. Cell line: RXF 393. Synergy scores: CSS=3.38, Synergy_ZIP=-1.84, Synergy_Bliss=-0.331, Synergy_Loewe=-6.03, Synergy_HSA=-1.92. (9) Drug 1: CC1C(C(=O)NC(C(=O)N2CCCC2C(=O)N(CC(=O)N(C(C(=O)O1)C(C)C)C)C)C(C)C)NC(=O)C3=C4C(=C(C=C3)C)OC5=C(C(=O)C(=C(C5=N4)C(=O)NC6C(OC(=O)C(N(C(=O)CN(C(=O)C7CCCN7C(=O)C(NC6=O)C(C)C)C)C)C(C)C)C)N)C. Drug 2: CCCCCOC(=O)NC1=NC(=O)N(C=C1F)C2C(C(C(O2)C)O)O. Cell line: EKVX. Synergy scores: CSS=-0.0365, Synergy_ZIP=1.15, Synergy_Bliss=2.68, Synergy_Loewe=-1.97, Synergy_HSA=-1.65. (10) Drug 1: CC(C1=C(C=CC(=C1Cl)F)Cl)OC2=C(N=CC(=C2)C3=CN(N=C3)C4CCNCC4)N. Drug 2: C1=NNC2=C1C(=O)NC=N2. Cell line: 786-0. Synergy scores: CSS=4.49, Synergy_ZIP=0.0102, Synergy_Bliss=4.04, Synergy_Loewe=3.55, Synergy_HSA=4.08.